This data is from Catalyst prediction with 721,799 reactions and 888 catalyst types from USPTO. The task is: Predict which catalyst facilitates the given reaction. Reactant: [C:1]([O:5][CH:6]([C:11]1[C:12]([C:25]2[CH:30]=[CH:29][CH:28]=[CH:27][CH:26]=2)=[C:13]2[C:20]([CH3:21])=[C:19]([CH3:22])[N:18]([CH2:23][CH3:24])[C:14]2=[N:15][C:16]=1[CH3:17])[C:7]([O:9][CH3:10])=[O:8])([CH3:4])([CH3:3])[CH3:2].[CH3:31][O:32]C1C=CC(B(O)O)=CC=1.C(=O)(O)[O-].[Na+]. Product: [C:1]([O:5][CH:6]([C:11]1[C:12]([C:25]2[CH:30]=[CH:29][C:28]([O:32][CH3:31])=[CH:27][CH:26]=2)=[C:13]2[C:20]([CH3:21])=[C:19]([CH3:22])[N:18]([CH2:23][CH3:24])[C:14]2=[N:15][C:16]=1[CH3:17])[C:7]([O:9][CH3:10])=[O:8])([CH3:2])([CH3:3])[CH3:4]. The catalyst class is: 287.